From a dataset of Full USPTO retrosynthesis dataset with 1.9M reactions from patents (1976-2016). Predict the reactants needed to synthesize the given product. (1) Given the product [S:36]([O-:40])([O-:39])(=[O:38])=[O:37].[NH2:12][C:13]([C:15]1[C:23]2[C:19](=[CH:20][N:21]([C:24]3[CH:29]=[CH:28][C:27]([C@@H:30]4[CH2:35][CH2:34][CH2:33][NH2+:32][CH2:31]4)=[CH:26][CH:25]=3)[N:22]=2)[CH:18]=[CH:17][CH:16]=1)=[O:14].[NH2:12][C:13]([C:15]1[C:23]2[C:19](=[CH:20][N:21]([C:24]3[CH:29]=[CH:28][C:27]([C@@H:30]4[CH2:35][CH2:34][CH2:33][NH2+:32][CH2:31]4)=[CH:26][CH:25]=3)[N:22]=2)[CH:18]=[CH:17][CH:16]=1)=[O:14], predict the reactants needed to synthesize it. The reactants are: CC1C=CC(S([O-])(=O)=O)=CC=1.[NH2:12][C:13]([C:15]1[C:23]2[C:19](=[CH:20][N:21]([C:24]3[CH:29]=[CH:28][C:27]([C@@H:30]4[CH2:35][CH2:34][CH2:33][NH2+:32][CH2:31]4)=[CH:26][CH:25]=3)[N:22]=2)[CH:18]=[CH:17][CH:16]=1)=[O:14].[S:36](=[O:40])(=[O:39])([OH:38])[OH:37].CO. (2) Given the product [Cl:1][C:2]1[N:3]=[CH:4][N:5]([C:7]2[C:8]([O:14][CH3:15])=[CH:9][C:10]([N:13]=[C:16]=[S:17])=[CH:11][N:12]=2)[CH:6]=1, predict the reactants needed to synthesize it. The reactants are: [Cl:1][C:2]1[N:3]=[CH:4][N:5]([C:7]2[N:12]=[CH:11][C:10]([NH2:13])=[CH:9][C:8]=2[O:14][CH3:15])[CH:6]=1.[C:16](N1C=CC=CC1=O)(N1C=CC=CC1=O)=[S:17]. (3) Given the product [OH:14][C@H:4]([CH2:5][O:6][C:7]1[CH:12]=[CH:11][C:10]([F:13])=[CH:9][CH:8]=1)/[CH:3]=[CH:2]/[C:25]#[C:24]/[CH:23]=[CH:22]/[CH:21]=[CH:20]/[C@H:26]1[O:30][C:29]([CH3:32])([CH3:31])[O:28][C@H:27]1[CH2:33][O:34][CH2:35][C:36]([O:38][CH3:39])=[O:37], predict the reactants needed to synthesize it. The reactants are: Br/[CH:2]=[CH:3]/[C@H:4]([OH:14])[CH2:5][O:6][C:7]1[CH:12]=[CH:11][C:10]([F:13])=[CH:9][CH:8]=1.C(NCC)C.[CH:20](/[C@H:26]1[O:30][C:29]([CH3:32])([CH3:31])[O:28][C@H:27]1[CH2:33][O:34][CH2:35][C:36]([O:38][CH3:39])=[O:37])=[CH:21]\[CH:22]=[CH:23]\[C:24]#[CH:25]. (4) Given the product [CH3:9][C:10]1[C:14]([C:15]2[CH:27]=[N:26][C:25]3[C:24]4[CH:23]=[CH:22][C:21]([C:28](=[O:29])[CH2:2][C:1]#[N:3])=[CH:20][C:19]=4[N:18]([C@H:32]([C:39]4[CH:40]=[CH:41][CH:42]=[CH:43][CH:44]=4)[CH:33]4[CH2:38][CH2:37][O:36][CH2:35][CH2:34]4)[C:17]=3[CH:16]=2)=[C:13]([CH3:45])[O:12][N:11]=1, predict the reactants needed to synthesize it. The reactants are: [C:1](#[N:3])[CH3:2].[Li]CCCC.[CH3:9][C:10]1[C:14]([C:15]2[CH:27]=[N:26][C:25]3[C:24]4[CH:23]=[CH:22][C:21]([C:28](OC)=[O:29])=[CH:20][C:19]=4[N:18]([C@H:32]([C:39]4[CH:44]=[CH:43][CH:42]=[CH:41][CH:40]=4)[CH:33]4[CH2:38][CH2:37][O:36][CH2:35][CH2:34]4)[C:17]=3[CH:16]=2)=[C:13]([CH3:45])[O:12][N:11]=1.